Task: Predict the reaction yield, written as a fraction of the theoretical maximum amount of product (1.0 means a 100% yield; for example, 0.34 means a 34% yield).. Dataset: Reaction yield outcomes from USPTO patents with 853,638 reactions (1) The reactants are [CH:1]([O:4][C:5]1[CH:13]=[CH:12][C:11]([S:14]([CH3:17])(=[O:16])=[O:15])=[CH:10][C:6]=1[C:7]([OH:9])=O)([CH3:3])[CH3:2].[N:18]1([C:24]2[S:25][C:26]([C:29]#[N:30])=[CH:27][N:28]=2)[CH2:23][CH2:22][NH:21][CH2:20][CH2:19]1. No catalyst specified. The product is [CH:1]([O:4][C:5]1[CH:13]=[CH:12][C:11]([S:14]([CH3:17])(=[O:16])=[O:15])=[CH:10][C:6]=1[C:7]([N:21]1[CH2:22][CH2:23][N:18]([C:24]2[S:25][C:26]([C:29]#[N:30])=[CH:27][N:28]=2)[CH2:19][CH2:20]1)=[O:9])([CH3:2])[CH3:3]. The yield is 0.690. (2) The reactants are C([O:9][CH2:10][C@@:11]1([CH3:18])[CH:17]=[CH:16][CH2:15][CH2:14][CH2:13][O:12]1)(=O)C1C=CC=CC=1.[OH-].[Na+]. The catalyst is C1COCC1.CO. The product is [CH3:18][C@:11]1([CH2:10][OH:9])[CH:17]=[CH:16][CH2:15][CH2:14][CH2:13][O:12]1. The yield is 1.00. (3) The reactants are [F:1][C:2]([F:10])([F:9])[CH:3]([OH:8])[C:4]([F:7])([F:6])[F:5].Cl[C:12](Cl)([O:14]C(=O)OC(Cl)(Cl)Cl)Cl.C(N(CC)C(C)C)(C)C.[Cl:32][C:33]1[CH:38]=[CH:37][C:36]([CH:39]([C:47]2[CH:52]=[CH:51][C:50]([Cl:53])=[CH:49][CH:48]=2)[N:40]2[CH2:45][CH2:44][NH:43][CH2:42][CH:41]2[CH3:46])=[CH:35][CH:34]=1. The catalyst is O.C(#N)C. The product is [Cl:53][C:50]1[CH:49]=[CH:48][C:47]([CH:39]([C:36]2[CH:35]=[CH:34][C:33]([Cl:32])=[CH:38][CH:37]=2)[N:40]2[CH2:45][CH2:44][N:43]([C:12]([O:8][CH:3]([C:4]([F:7])([F:6])[F:5])[C:2]([F:10])([F:9])[F:1])=[O:14])[CH2:42][CH:41]2[CH3:46])=[CH:52][CH:51]=1. The yield is 0.0500. (4) The reactants are [F:1][C:2]([F:22])([F:21])[CH2:3][CH2:4][CH:5]([CH2:12][C:13]1[CH:18]=[CH:17][CH:16]=[C:15]([O:19][CH3:20])[CH:14]=1)[CH2:6][C:7]([O:9]CC)=[O:8].[OH-].[Na+]. The catalyst is C1COCC1.CCO. The product is [F:1][C:2]([F:21])([F:22])[CH2:3][CH2:4][CH:5]([CH2:12][C:13]1[CH:18]=[CH:17][CH:16]=[C:15]([O:19][CH3:20])[CH:14]=1)[CH2:6][C:7]([OH:9])=[O:8]. The yield is 0.980. (5) The product is [CH2:38]([N:45]1[CH2:49][CH2:48][C@H:47]([NH:50][C:30]([NH:20][C:19]2[CH:21]=[CH:22][C:16]([O:15][C:6]3[C:5]4[C:10](=[CH:11][C:12]([O:13][CH3:14])=[C:3]([O:2][CH3:1])[CH:4]=4)[N:9]=[CH:8][N:7]=3)=[CH:17][C:18]=2[N+:23]([O-:25])=[O:24])=[O:36])[CH2:46]1)[C:39]1[CH:40]=[CH:41][CH:42]=[CH:43][CH:44]=1. The catalyst is C(N(CC)CC)C.C(Cl)(Cl)Cl. The yield is 0.480. The reactants are [CH3:1][O:2][C:3]1[CH:4]=[C:5]2[C:10](=[CH:11][C:12]=1[O:13][CH3:14])[N:9]=[CH:8][N:7]=[C:6]2[O:15][C:16]1[CH:22]=[CH:21][C:19]([NH2:20])=[C:18]([N+:23]([O-:25])=[O:24])[CH:17]=1.ClC(Cl)(O[C:30](=[O:36])OC(Cl)(Cl)Cl)Cl.[CH2:38]([N:45]1[CH2:49][CH2:48][C@H:47]([NH2:50])[CH2:46]1)[C:39]1[CH:44]=[CH:43][CH:42]=[CH:41][CH:40]=1.C(=O)([O-])O.[Na+]. (6) The reactants are [N:1]([C@H:4]1[C@@H:9]([CH3:10])[CH2:8][N:7]([C:11]2[CH:16]=[CH:15][N:14]=[CH:13][C:12]=2[NH:17][C:18](=[O:34])[C:19]2[CH:24]=[CH:23][C:22]([F:25])=[C:21]([C:26]3[C:31]([F:32])=[CH:30][CH:29]=[CH:28][C:27]=3[F:33])[N:20]=2)[CH2:6][C@H:5]1[NH:35][C:36](=[O:42])[O:37][C:38]([CH3:41])([CH3:40])[CH3:39])=[N+:2]=[N-:3].C.[C:44]([C:46]1[CH:50]=[CH:49][S:48][CH:47]=1)#[CH:45].C(N(CC)CC)C. The catalyst is O1CCOCC1.[Cu]. The product is [F:32][C:31]1[CH:30]=[CH:29][CH:28]=[C:27]([F:33])[C:26]=1[C:21]1[N:20]=[C:19]([C:18]([NH:17][C:12]2[CH:13]=[N:14][CH:15]=[CH:16][C:11]=2[N:7]2[CH2:8][C@H:9]([CH3:10])[C@H:4]([N:1]3[CH:45]=[C:44]([C:46]4[CH:50]=[CH:49][S:48][CH:47]=4)[N:3]=[N:2]3)[C@H:5]([NH:35][C:36](=[O:42])[O:37][C:38]([CH3:41])([CH3:40])[CH3:39])[CH2:6]2)=[O:34])[CH:24]=[CH:23][C:22]=1[F:25]. The yield is 0.480.